Predict the product of the given reaction. From a dataset of Forward reaction prediction with 1.9M reactions from USPTO patents (1976-2016). (1) Given the reactants [CH3:1][N:2]([CH3:28])[C:3]([C:5]1[C:15]([CH2:16][CH2:17][C:18](=[O:26])[C:19]2[CH:24]=[CH:23][CH:22]=[CH:21][C:20]=2[CH3:25])=[C:14]([OH:27])[C:8]2[N:9]=[C:10]([CH3:13])[N:11]([CH3:12])[C:7]=2[CH:6]=1)=[O:4].CC([O-])(C)C.[K+].[C:35]([OH:40])(=[O:39])[C:36]([OH:38])=[O:37], predict the reaction product. The product is: [CH3:28][N:2]([CH3:1])[C:3]([C:5]1[C:15]([CH2:16][CH2:17][C@@H:18]([OH:26])[C:19]2[CH:24]=[CH:23][CH:22]=[CH:21][C:20]=2[CH3:25])=[C:14]([OH:27])[C:8]2[N:9]=[C:10]([CH3:13])[N:11]([CH3:12])[C:7]=2[CH:6]=1)=[O:4].[C:35]([OH:40])(=[O:39])[C:36]([OH:38])=[O:37]. (2) Given the reactants [CH2:1]([CH:4]1[C:13]2[C:8](=[CH:9][CH:10]=[C:11]([C:14]3[N:19]4[N:20]=[C:21]([C:23]5[CH:24]=[C:25]([C:29]6[CH:34]=[CH:33][CH:32]=[CH:31][C:30]=6[O:35][CH2:36]C=C)[CH:26]=[CH:27][CH:28]=5)[CH:22]=[C:18]4[N:17]=[C:16]([CH3:39])[C:15]=3[C@H:40]([O:45][C:46]([CH3:49])([CH3:48])[CH3:47])[C:41]([O:43][CH3:44])=[O:42])[CH:12]=2)[O:7][CH2:6][CH2:5]1)[CH:2]=[CH2:3], predict the reaction product. The product is: [C:46]([O:45][C@@H:40]([C:15]1[C:16]([CH3:39])=[N:17][C:18]2=[CH:22][C:21]3=[N:20][N:19]2[C:14]=1[C:11]1[CH:12]=[C:13]2[C:8]([O:7][CH2:6][CH2:5][CH:4]2[CH2:1][CH:2]=[CH:3][CH2:36][O:35][C:30]2[CH:31]=[CH:32][CH:33]=[CH:34][C:29]=2[C:25]2[CH:24]=[C:23]3[CH:28]=[CH:27][CH:26]=2)=[CH:9][CH:10]=1)[C:41]([O:43][CH3:44])=[O:42])([CH3:47])([CH3:48])[CH3:49]. (3) The product is: [CH3:34][C:2]1[N:7]=[CH:6][C:5]([S:8]([C:11]2[N:15]([C:16]3[CH:21]=[CH:20][C:19]([CH3:22])=[CH:18][C:17]=3[F:23])[N:14]=[C:13]([CH2:24][N:25]([CH3:33])[C:26](=[O:32])[O:27][C:28]([CH3:29])([CH3:31])[CH3:30])[CH:12]=2)(=[O:9])=[O:10])=[CH:4][CH:3]=1. Given the reactants Cl[C:2]1[N:7]=[CH:6][C:5]([S:8]([C:11]2[N:15]([C:16]3[CH:21]=[CH:20][C:19]([CH3:22])=[CH:18][C:17]=3[F:23])[N:14]=[C:13]([CH2:24][N:25]([CH3:33])[C:26](=[O:32])[O:27][C:28]([CH3:31])([CH3:30])[CH3:29])[CH:12]=2)(=[O:10])=[O:9])=[CH:4][CH:3]=1.[C:34](=O)([O-])[O-].[K+].[K+].CB(O)O, predict the reaction product. (4) Given the reactants [NH2:1][CH2:2][CH2:3][N:4]1[CH2:8][CH2:7][CH2:6][C@@H:5]1[CH2:9][N:10]1[N:19]=[C:18]([CH2:20][C:21]2[CH:26]=[CH:25][C:24]([Cl:27])=[CH:23][CH:22]=2)[C:17]2[C:12](=[CH:13][CH:14]=[CH:15][CH:16]=2)[C:11]1=[O:28].CN([C:32]([O:36]N1N=NC2C=CC=CC1=2)=[N+](C)C)C.[B-](F)(F)(F)F.C(N([CH2:56][CH3:57])CC)C.CN([CH:61]=[O:62])C, predict the reaction product. The product is: [CH:11]([OH:28])=[O:36].[Cl:27][C:24]1[CH:25]=[CH:26][C:21]([CH2:20][C:18]2[C:17]3[C:12](=[CH:13][CH:14]=[CH:15][CH:16]=3)[C:11](=[O:28])[N:10]([CH2:9][C@H:5]3[CH2:6][CH2:7][CH2:8][N:4]3[CH2:3][CH2:2][NH:1][C:32](=[O:36])[CH2:56][CH2:57][O:62][CH3:61])[N:19]=2)=[CH:22][CH:23]=1. (5) Given the reactants [CH3:1][N:2]1[C:6]([NH:7][C:8]([C:21]2[CH:26]=[CH:25][CH:24]=[CH:23][CH:22]=2)([C:15]2[CH:20]=[CH:19][CH:18]=[CH:17][CH:16]=2)[C:9]2[CH:14]=[CH:13][CH:12]=[CH:11][CH:10]=2)=[C:5]([NH:27][CH:28]=[O:29])[CH:4]=[N:3]1.[H-].[Na+].Br[CH2:33][CH2:34][NH:35][C:36]([C:49]1[CH:54]=[CH:53][CH:52]=[CH:51][CH:50]=1)([C:43]1[CH:48]=[CH:47][CH:46]=[CH:45][CH:44]=1)[C:37]1[CH:42]=[CH:41][CH:40]=[CH:39][CH:38]=1.[Na+].[I-].OS([O-])(=O)=O.[K+], predict the reaction product. The product is: [CH3:1][N:2]1[C:6]([NH:7][C:8]([C:15]2[CH:20]=[CH:19][CH:18]=[CH:17][CH:16]=2)([C:21]2[CH:22]=[CH:23][CH:24]=[CH:25][CH:26]=2)[C:9]2[CH:10]=[CH:11][CH:12]=[CH:13][CH:14]=2)=[C:5]([N:27]([CH2:33][CH2:34][NH:35][C:36]([C:43]2[CH:48]=[CH:47][CH:46]=[CH:45][CH:44]=2)([C:37]2[CH:38]=[CH:39][CH:40]=[CH:41][CH:42]=2)[C:49]2[CH:54]=[CH:53][CH:52]=[CH:51][CH:50]=2)[CH:28]=[O:29])[CH:4]=[N:3]1.